This data is from Reaction yield outcomes from USPTO patents with 853,638 reactions. The task is: Predict the reaction yield, written as a fraction of the theoretical maximum amount of product (1.0 means a 100% yield; for example, 0.34 means a 34% yield). (1) The reactants are O[CH2:2][C:3]1[N:4]=[C:5]2[C:10]([N:11]3[CH2:16][CH2:15][O:14][CH2:13][CH2:12]3)=[N:9][C:8]([C:17]3[CH:22]=[CH:21][CH:20]=[C:19]([O:23][CH3:24])[CH:18]=3)=[CH:7][N:6]2[C:25]=1[CH2:26][CH2:27][OH:28].[S:29](Cl)([CH3:32])(=[O:31])=[O:30].C(Cl)[Cl:35]. No catalyst specified. The product is [CH3:32][S:29]([O:28][CH2:27][CH2:26][C:25]1[N:6]2[CH:7]=[C:8]([C:17]3[CH:22]=[CH:21][CH:20]=[C:19]([O:23][CH3:24])[CH:18]=3)[N:9]=[C:10]([N:11]3[CH2:12][CH2:13][O:14][CH2:15][CH2:16]3)[C:5]2=[N:4][C:3]=1[CH2:2][Cl:35])(=[O:31])=[O:30]. The yield is 0.720. (2) The reactants are [CH3:1][S:2][C:3]1[CH:8]=[CH:7][C:6](B(O)O)=[CH:5][CH:4]=1.Br[C:13]1[CH:18]=[CH:17][C:16]([O:19][CH2:20][CH:21]2[CH2:26][CH2:25][N:24]([C:27]([O:29][CH:30]([CH3:32])[CH3:31])=[O:28])[CH2:23][CH2:22]2)=[CH:15][CH:14]=1.C([O-])([O-])=O.[Na+].[Na+]. The catalyst is C1C=CC([P]([Pd]([P](C2C=CC=CC=2)(C2C=CC=CC=2)C2C=CC=CC=2)([P](C2C=CC=CC=2)(C2C=CC=CC=2)C2C=CC=CC=2)[P](C2C=CC=CC=2)(C2C=CC=CC=2)C2C=CC=CC=2)(C2C=CC=CC=2)C2C=CC=CC=2)=CC=1.COCCOC. The product is [CH3:1][S:2][C:3]1[CH:8]=[CH:7][C:6]([C:13]2[CH:14]=[CH:15][C:16]([O:19][CH2:20][CH:21]3[CH2:22][CH2:23][N:24]([C:27]([O:29][CH:30]([CH3:32])[CH3:31])=[O:28])[CH2:25][CH2:26]3)=[CH:17][CH:18]=2)=[CH:5][CH:4]=1. The yield is 0.120.